This data is from Retrosynthesis with 50K atom-mapped reactions and 10 reaction types from USPTO. The task is: Predict the reactants needed to synthesize the given product. (1) Given the product CC(C)C(=O)NC1CCC(CNC(N)=S)CC1, predict the reactants needed to synthesize it. The reactants are: CC(C)C(=O)NC1CCC(CNC(=S)NC(=O)c2ccccc2)CC1. (2) Given the product COc1cc(C)c(O)cc1NC(C)=O, predict the reactants needed to synthesize it. The reactants are: COc1cc(C)c(OC(C)=O)cc1NC(C)=O. (3) Given the product COCc1cc(N)ncn1, predict the reactants needed to synthesize it. The reactants are: COCc1cc(Cl)ncn1.[NH4+]. (4) Given the product COC(=O)c1ccc(NC(C)=O)nc1, predict the reactants needed to synthesize it. The reactants are: CC(=O)OC(C)=O.COC(=O)c1ccc(N)nc1. (5) The reactants are: CI.O=C1NCCc2c(O)cccc21. Given the product COc1cccc2c1CCNC2=O, predict the reactants needed to synthesize it. (6) Given the product CC(C)[Si](C(C)C)(C(C)C)n1ccc2cc(N3CCc4nc(-c5ccc(Cl)cc5)sc4C3=O)ccc21, predict the reactants needed to synthesize it. The reactants are: CC(C)[Si](C(C)C)(C(C)C)n1ccc2cc(NC(=O)c3sc(-c4ccc(Cl)cc4)nc3CCO)ccc21.